This data is from Reaction yield outcomes from USPTO patents with 853,638 reactions. The task is: Predict the reaction yield, written as a fraction of the theoretical maximum amount of product (1.0 means a 100% yield; for example, 0.34 means a 34% yield). The reactants are FC(F)(F)C(O)=O.[C:8]([C:10]1[C:15]2[N:16]=[C:17]([N:19]3[CH2:22][CH:21]([NH:23]C(=O)OC(C)(C)C)[CH2:20]3)[O:18][C:14]=2[C:13]([N:31]2[CH2:35][CH2:34][C@H:33]([N:36]([CH3:38])[CH3:37])[CH2:32]2)=[C:12]([C:39]2[CH:44]=[CH:43][CH:42]=[CH:41][CH:40]=2)[C:11]=1[CH3:45])#[N:9].C(N(CC)CC)C.[CH3:53][S:54](Cl)(=[O:56])=[O:55]. The catalyst is ClCCl. The product is [C:8]([C:10]1[C:15]2[N:16]=[C:17]([N:19]3[CH2:22][CH:21]([NH:23][S:54]([CH3:53])(=[O:56])=[O:55])[CH2:20]3)[O:18][C:14]=2[C:13]([N:31]2[CH2:35][CH2:34][C@H:33]([N:36]([CH3:38])[CH3:37])[CH2:32]2)=[C:12]([C:39]2[CH:44]=[CH:43][CH:42]=[CH:41][CH:40]=2)[C:11]=1[CH3:45])#[N:9]. The yield is 0.197.